From a dataset of Peptide-MHC class II binding affinity with 134,281 pairs from IEDB. Regression. Given a peptide amino acid sequence and an MHC pseudo amino acid sequence, predict their binding affinity value. This is MHC class II binding data. (1) The peptide sequence is IITPTNVSHIQSAVV. The MHC is DRB1_1501 with pseudo-sequence DRB1_1501. The binding affinity (normalized) is 0.400. (2) The peptide sequence is PELGMNASHCNEMSW. The MHC is HLA-DQA10101-DQB10501 with pseudo-sequence HLA-DQA10101-DQB10501. The binding affinity (normalized) is 0. (3) The peptide sequence is EWATPFPHRKGVLFN. The MHC is HLA-DPA10103-DPB10201 with pseudo-sequence HLA-DPA10103-DPB10201. The binding affinity (normalized) is 0.0784. (4) The MHC is DRB1_0802 with pseudo-sequence DRB1_0802. The peptide sequence is SCFEIKCTKPEACSG. The binding affinity (normalized) is 0.379. (5) The peptide sequence is AVFEYTIDCDGSILG. The MHC is DRB3_0101 with pseudo-sequence DRB3_0101. The binding affinity (normalized) is 0.820.